This data is from Peptide-MHC class II binding affinity with 134,281 pairs from IEDB. The task is: Regression. Given a peptide amino acid sequence and an MHC pseudo amino acid sequence, predict their binding affinity value. This is MHC class II binding data. (1) The peptide sequence is EVDISVVVQDPKNVY. The MHC is DRB3_0202 with pseudo-sequence DRB3_0202. The binding affinity (normalized) is 0. (2) The peptide sequence is SQDLELNWNLNGLQAY. The MHC is DRB1_0802 with pseudo-sequence DRB1_0802. The binding affinity (normalized) is 0.384.